Dataset: Forward reaction prediction with 1.9M reactions from USPTO patents (1976-2016). Task: Predict the product of the given reaction. (1) Given the reactants [C:1]([O:7][CH2:8][CH2:9][CH2:10][N:11]1[C:19]2[C:14](=[CH:15][C:16]([CH2:23][C@H:24]([N:26](C(OC(C)(C)C)=O)[CH2:27][CH2:28][O:29][C:30]3[CH:35]=[CH:34][CH:33]=[CH:32][C:31]=3[O:36][CH2:37][CH3:38])[CH3:25])=[CH:17][C:18]=2[C:20](=[O:22])[NH2:21])[CH:13]=[CH:12]1)(=[O:6])[C:2]([CH3:5])([CH3:4])[CH3:3].Cl.C(=O)([O-])O.[Na+], predict the reaction product. The product is: [C:1]([O:7][CH2:8][CH2:9][CH2:10][N:11]1[C:19]2[C:14](=[CH:15][C:16]([CH2:23][C@H:24]([NH:26][CH2:27][CH2:28][O:29][C:30]3[CH:35]=[CH:34][CH:33]=[CH:32][C:31]=3[O:36][CH2:37][CH3:38])[CH3:25])=[CH:17][C:18]=2[C:20](=[O:22])[NH2:21])[CH:13]=[CH:12]1)(=[O:6])[C:2]([CH3:4])([CH3:5])[CH3:3]. (2) Given the reactants [CH2:1](N(CC)CC)C.C(OCC)(=O)CC(OCC)=O.[Cl-].[Mg+2].[Cl-].[Cl:22][C:23]1[N:31]=[CH:30][CH:29]=[CH:28][C:24]=1[C:25](Cl)=[O:26], predict the reaction product. The product is: [Cl:22][C:23]1[C:24]([C:25](=[O:26])[CH3:1])=[CH:28][CH:29]=[CH:30][N:31]=1. (3) Given the reactants [CH:1]1([CH2:7][N:8]2[C:12]([CH3:13])=[C:11]([C:14](=[O:20])[NH:15][CH:16]3[CH2:19][O:18][CH2:17]3)[CH:10]=[C:9]2[C:21]2[CH:22]=[C:23]([CH:27]=[C:28]([C:30]([F:33])([F:32])[F:31])[CH:29]=2)[C:24](O)=[O:25])[CH2:6][CH2:5][CH2:4][CH2:3][CH2:2]1.[C:34]([NH2:38])([CH3:37])([CH3:36])[CH3:35].CN(C(ON1N=NC2C=CC=NC1=2)=[N+](C)C)C.F[P-](F)(F)(F)(F)F.CCN(C(C)C)C(C)C, predict the reaction product. The product is: [C:34]([NH:38][C:24]([C:23]1[CH:22]=[C:21]([C:9]2[N:8]([CH2:7][CH:1]3[CH2:2][CH2:3][CH2:4][CH2:5][CH2:6]3)[C:12]([CH3:13])=[C:11]([C:14]([NH:15][CH:16]3[CH2:19][O:18][CH2:17]3)=[O:20])[CH:10]=2)[CH:29]=[C:28]([C:30]([F:33])([F:32])[F:31])[CH:27]=1)=[O:25])([CH3:37])([CH3:36])[CH3:35]. (4) Given the reactants Br[C:2]1[CH:7]=[CH:6][C:5]([CH2:8][C:9]#[N:10])=[C:4]([CH3:11])[CH:3]=1.[CH3:12][O:13][CH2:14][CH2:15][CH2:16][C:17]1[CH:22]=[CH:21][CH:20]=[CH:19][C:18]=1B(O)O.C([O-])([O-])=O.[Na+].[Na+], predict the reaction product. The product is: [CH3:12][O:13][CH2:14][CH2:15][CH2:16][C:17]1[CH:22]=[CH:21][CH:20]=[CH:19][C:18]=1[C:2]1[CH:7]=[CH:6][C:5]([CH2:8][C:9]#[N:10])=[C:4]([CH3:11])[CH:3]=1.